Regression. Given two drug SMILES strings and cell line genomic features, predict the synergy score measuring deviation from expected non-interaction effect. From a dataset of NCI-60 drug combinations with 297,098 pairs across 59 cell lines. (1) Drug 1: CC1=CC2C(CCC3(C2CCC3(C(=O)C)OC(=O)C)C)C4(C1=CC(=O)CC4)C. Drug 2: CN1C2=C(C=C(C=C2)N(CCCl)CCCl)N=C1CCCC(=O)O.Cl. Cell line: SR. Synergy scores: CSS=6.89, Synergy_ZIP=-7.97, Synergy_Bliss=-11.9, Synergy_Loewe=-20.8, Synergy_HSA=-12.0. (2) Drug 1: C1CN1C2=NC(=NC(=N2)N3CC3)N4CC4. Drug 2: C1C(C(OC1N2C=NC(=NC2=O)N)CO)O. Cell line: RXF 393. Synergy scores: CSS=12.6, Synergy_ZIP=0.117, Synergy_Bliss=6.10, Synergy_Loewe=3.42, Synergy_HSA=5.77. (3) Drug 1: COC1=CC(=CC(=C1O)OC)C2C3C(COC3=O)C(C4=CC5=C(C=C24)OCO5)OC6C(C(C7C(O6)COC(O7)C8=CC=CS8)O)O. Drug 2: CC1=CC=C(C=C1)C2=CC(=NN2C3=CC=C(C=C3)S(=O)(=O)N)C(F)(F)F. Cell line: SK-OV-3. Synergy scores: CSS=36.6, Synergy_ZIP=-2.24, Synergy_Bliss=4.04, Synergy_Loewe=-32.9, Synergy_HSA=4.96. (4) Drug 1: CC12CCC(CC1=CCC3C2CCC4(C3CC=C4C5=CN=CC=C5)C)O. Drug 2: CC1=CC2C(CCC3(C2CCC3(C(=O)C)OC(=O)C)C)C4(C1=CC(=O)CC4)C. Cell line: SNB-75. Synergy scores: CSS=-3.94, Synergy_ZIP=2.69, Synergy_Bliss=0.382, Synergy_Loewe=-6.47, Synergy_HSA=-5.07. (5) Drug 1: CCCCC(=O)OCC(=O)C1(CC(C2=C(C1)C(=C3C(=C2O)C(=O)C4=C(C3=O)C=CC=C4OC)O)OC5CC(C(C(O5)C)O)NC(=O)C(F)(F)F)O. Drug 2: C1CN1C2=NC(=NC(=N2)N3CC3)N4CC4. Cell line: OVCAR-8. Synergy scores: CSS=37.0, Synergy_ZIP=-1.25, Synergy_Bliss=4.51, Synergy_Loewe=-7.10, Synergy_HSA=1.21. (6) Drug 1: CS(=O)(=O)C1=CC(=C(C=C1)C(=O)NC2=CC(=C(C=C2)Cl)C3=CC=CC=N3)Cl. Drug 2: C1CC(=O)NC(=O)C1N2C(=O)C3=CC=CC=C3C2=O. Cell line: IGROV1. Synergy scores: CSS=3.48, Synergy_ZIP=-0.214, Synergy_Bliss=3.52, Synergy_Loewe=2.74, Synergy_HSA=2.77. (7) Drug 1: CC1C(C(CC(O1)OC2CC(CC3=C2C(=C4C(=C3O)C(=O)C5=C(C4=O)C(=CC=C5)OC)O)(C(=O)C)O)N)O.Cl. Drug 2: C(CN)CNCCSP(=O)(O)O. Cell line: SK-MEL-28. Synergy scores: CSS=15.0, Synergy_ZIP=0.530, Synergy_Bliss=4.93, Synergy_Loewe=-9.15, Synergy_HSA=4.21.